Predict the product of the given reaction. From a dataset of Forward reaction prediction with 1.9M reactions from USPTO patents (1976-2016). (1) Given the reactants [F:1][C:2]1[CH:7]=[C:6]([CH3:8])[CH:5]=[C:4]([F:9])[C:3]=1[F:10].[N+:11]([O-])([OH:13])=[O:12], predict the reaction product. The product is: [F:1][C:2]1[CH:7]=[C:6]([CH3:8])[C:5]([N+:11]([O-:13])=[O:12])=[C:4]([F:9])[C:3]=1[F:10]. (2) Given the reactants [N:1]1[CH:6]=[CH:5][CH:4]=[CH:3][C:2]=1[C:7]1[CH:11]=[C:10]([C:12]([O:14][CH2:15][CH3:16])=[O:13])[O:9][N:8]=1.[I:17]N1C(=O)CCC1=O, predict the reaction product. The product is: [I:17][C:11]1[C:7]([C:2]2[CH:3]=[CH:4][CH:5]=[CH:6][N:1]=2)=[N:8][O:9][C:10]=1[C:12]([O:14][CH2:15][CH3:16])=[O:13]. (3) Given the reactants [CH2:1]([O:8][C:9]1[CH:18]=[C:17]2[C:12]([CH:13]=[CH:14][C:15](=O)[N:16]2OC)=[CH:11][CH:10]=1)[C:2]1[CH:7]=[CH:6][CH:5]=[CH:4][CH:3]=1.[C:22](=[O:25])([O-])[O-].[Cs+].[Cs+].F[C:29]1[CH:34]=[CH:33][C:32]([N+:35]([O-:37])=[O:36])=[CH:31][C:30]=1[F:38].CN(C=[O:43])C, predict the reaction product. The product is: [CH2:1]([O:8][C:9]1[CH:18]=[C:17]2[C:12]([C:13]([O:43][C:29]3[CH:34]=[CH:33][C:32]([N+:35]([O-:37])=[O:36])=[CH:31][C:30]=3[F:38])=[CH:14][CH:15]=[N:16]2)=[CH:11][C:10]=1[O:25][CH3:22])[C:2]1[CH:3]=[CH:4][CH:5]=[CH:6][CH:7]=1.